From a dataset of Catalyst prediction with 721,799 reactions and 888 catalyst types from USPTO. Predict which catalyst facilitates the given reaction. (1) Reactant: [NH:1]1[CH2:12][CH2:11][NH:10][CH2:9][CH2:8][NH:7][CH2:6][CH2:5][NH:4][CH2:3][CH2:2]1.Br[CH2:14][C:15]([O:17][C:18]([CH3:21])([CH3:20])[CH3:19])=[O:16]. Product: [C:18]([O:17][C:15]([CH2:14][N:1]1[CH2:12][CH2:11][NH:10][CH2:9][CH2:8][N:7]([CH2:14][C:15]([O:17][C:18]([CH3:21])([CH3:20])[CH3:19])=[O:16])[CH2:6][CH2:5][N:4]([CH2:14][C:15]([O:17][C:18]([CH3:21])([CH3:20])[CH3:19])=[O:16])[CH2:3][CH2:2]1)=[O:16])([CH3:21])([CH3:20])[CH3:19]. The catalyst class is: 22. (2) Product: [Cl:1][C:2]1[CH:3]=[CH:4][C:5]([C:8]2[C:17](=[O:18])[C:16]3[C:11](=[CH:12][C:13]([O:19][S:31]([C:30]([F:43])([F:42])[F:29])(=[O:33])=[O:32])=[CH:14][CH:15]=3)[O:10][C:9]=2[CH:20]([CH3:22])[CH3:21])=[CH:6][CH:7]=1. The catalyst class is: 143. Reactant: [Cl:1][C:2]1[CH:7]=[CH:6][C:5]([C:8]2[C:17](=[O:18])[C:16]3[C:11](=[CH:12][C:13]([OH:19])=[CH:14][CH:15]=3)[O:10][C:9]=2[CH:20]([CH3:22])[CH3:21])=[CH:4][CH:3]=1.N1C=CC=CC=1.[F:29][C:30]([F:43])([F:42])[S:31](O[S:31]([C:30]([F:43])([F:42])[F:29])(=[O:33])=[O:32])(=[O:33])=[O:32].Cl. (3) Reactant: [Cl:1][C:2]1[CH:3]=[C:4]2[C:8](=[CH:9][CH:10]=1)[NH:7][CH:6]=[C:5]2[CH2:11][CH2:12][NH:13][C:14](=[O:22])[C:15]1[CH:20]=[CH:19][CH:18]=[C:17](I)[CH:16]=1.[F:23][C:24]1[CH:25]=[C:26](B(O)O)[CH:27]=[CH:28][CH:29]=1.C(=O)([O-])[O-].[Na+].[Na+]. Product: [Cl:1][C:2]1[CH:3]=[C:4]2[C:8](=[CH:9][CH:10]=1)[NH:7][CH:6]=[C:5]2[CH2:11][CH2:12][NH:13][C:14]([C:15]1[CH:16]=[C:17]([C:28]2[CH:27]=[CH:26][CH:25]=[C:24]([F:23])[CH:29]=2)[CH:18]=[CH:19][CH:20]=1)=[O:22]. The catalyst class is: 437. (4) Reactant: [O:1]=[C:2]1[C:11]2[C:6](=[CH:7][CH:8]=[CH:9][CH:10]=2)[C:5]2[CH2:12][C:13]3[CH:14]=[C:15]([N+:19]([O-])=O)[CH:16]=[CH:17][C:18]=3[C:4]=2[NH:3]1.C([O-])=O.[NH4+]. Product: [O:1]=[C:2]1[C:11]2[C:6](=[CH:7][CH:8]=[CH:9][CH:10]=2)[C:5]2[CH2:12][C:13]3[CH:14]=[C:15]([NH2:19])[CH:16]=[CH:17][C:18]=3[C:4]=2[NH:3]1. The catalyst class is: 394. (5) Reactant: C1(P(C2C=CC=CC=2)C2C=CC=CC=2)C=CC=CC=1.CC(OC(/N=N/C(OC(C)C)=O)=O)C.[CH2:34]([N:41]1[CH:46]([CH3:47])[CH2:45][O:44][C@H:43]([CH2:48][OH:49])[CH2:42]1)[C:35]1[CH:40]=[CH:39][CH:38]=[CH:37][CH:36]=1.[F:50][C:51]1[CH:56]=[CH:55][C:54](O)=[CH:53][CH:52]=1. Product: [CH2:34]([N:41]1[CH:46]([CH3:47])[CH2:45][O:44][C@H:43]([CH2:48][O:49][C:54]2[CH:55]=[CH:56][C:51]([F:50])=[CH:52][CH:53]=2)[CH2:42]1)[C:35]1[CH:36]=[CH:37][CH:38]=[CH:39][CH:40]=1. The catalyst class is: 1. (6) Reactant: [CH2:1]([O:3][C:4](=[O:27])[C:5]1[C:10]([F:11])=[CH:9][C:8]([N:12]2[CH2:16][CH2:15][C@H:14]([NH:17][C:18]([O:20][C:21]([CH3:24])([CH3:23])[CH3:22])=[O:19])[CH2:13]2)=[C:7]([F:25])[C:6]=1F)[CH3:2].[CH:28]1([NH2:31])[CH2:30][CH2:29]1. Product: [CH2:1]([O:3][C:4](=[O:27])[C:5]1[C:10]([F:11])=[CH:9][C:8]([N:12]2[CH2:16][CH2:15][C@H:14]([NH:17][C:18]([O:20][C:21]([CH3:23])([CH3:24])[CH3:22])=[O:19])[CH2:13]2)=[C:7]([F:25])[C:6]=1[NH:31][CH:28]1[CH2:30][CH2:29]1)[CH3:2]. The catalyst class is: 16. (7) Reactant: [Br:1][C:2]1[CH:3]=[C:4]2[CH:10]=[CH:9][NH:8][C:5]2=[N:6][CH:7]=1.[H-].[Na+].[CH3:13][Si:14]([CH2:17][CH2:18][O:19][CH2:20]Cl)([CH3:16])[CH3:15]. Product: [Br:1][C:2]1[CH:3]=[C:4]2[CH:10]=[CH:9][N:8]([CH2:20][O:19][CH2:18][CH2:17][Si:14]([CH3:16])([CH3:15])[CH3:13])[C:5]2=[N:6][CH:7]=1. The catalyst class is: 3.